From a dataset of Forward reaction prediction with 1.9M reactions from USPTO patents (1976-2016). Predict the product of the given reaction. (1) Given the reactants [BH4-].[Na+].[OH:3][C@@H:4]([CH3:9])[CH2:5][C:6]([NH2:8])=O.[OH-].[Na+].[C:12](O[C:12]([O:14][C:15]([CH3:18])([CH3:17])[CH3:16])=[O:13])([O:14][C:15]([CH3:18])([CH3:17])[CH3:16])=[O:13], predict the reaction product. The product is: [OH:3][C@@H:4]([CH3:9])[CH2:5][CH2:6][NH:8][C:12](=[O:13])[O:14][C:15]([CH3:18])([CH3:17])[CH3:16]. (2) Given the reactants [CH:1]1[C:10]2[C:5](=[CH:6][CH:7]=[CH:8][CH:9]=2)[CH:4]=[CH:3][C:2]=1[CH2:11][C@@H:12]([NH:30]C(=O)OC(C)(C)C)[C:13](=[O:29])[NH:14][C:15]1[CH:16]=[C:17]2[C:27](=[O:28])[NH:26][N:25]=[CH:24][C:19]3=[CH:20][NH:21][C:22]([CH:23]=1)=[C:18]23.[ClH:38], predict the reaction product. The product is: [ClH:38].[NH2:30][C@H:12]([CH2:11][C:2]1[CH:3]=[CH:4][C:5]2[C:10](=[CH:9][CH:8]=[CH:7][CH:6]=2)[CH:1]=1)[C:13]([NH:14][C:15]1[CH:16]=[C:17]2[C:27](=[O:28])[NH:26][N:25]=[CH:24][C:19]3=[CH:20][NH:21][C:22]([CH:23]=1)=[C:18]23)=[O:29]. (3) Given the reactants [F:1][C:2]1[CH:7]=[CH:6][C:5]([SH:8])=[CH:4][CH:3]=1.[H-].[Na+].Br[C:12]1[S:13][CH:14]=[C:15]([Br:17])[N:16]=1, predict the reaction product. The product is: [Br:17][C:15]1[N:16]=[C:12]([S:8][C:5]2[CH:6]=[CH:7][C:2]([F:1])=[CH:3][CH:4]=2)[S:13][CH:14]=1. (4) Given the reactants CO[C:3]([C:5]1[CH:14]=[CH:13][C:8]2[NH:9][C:10](=[S:12])[NH:11][C:7]=2[CH:6]=1)=[O:4].Br[CH2:16][CH2:17][CH2:18]Br.Cl.[OH-].[Na+], predict the reaction product. The product is: [S:12]1[C:10]2[N:11]([C:7]3[C:8]([N:9]=2)=[CH:13][CH:14]=[C:5]([CH2:3][OH:4])[CH:6]=3)[CH2:18][CH2:17][CH2:16]1. (5) Given the reactants [O:1]([C:8]1[CH:14]=[CH:13][CH:12]=[CH:11][C:9]=1[NH2:10])[C:2]1[CH:7]=[CH:6][CH:5]=[CH:4][CH:3]=1.[CH3:15][C:16]([CH3:18])=O.C(O)(=O)C.C(O[BH-](OC(=O)C)OC(=O)C)(=O)C.[Na+], predict the reaction product. The product is: [CH:16]([NH:10][C:9]1[CH:11]=[CH:12][CH:13]=[CH:14][C:8]=1[O:1][C:2]1[CH:3]=[CH:4][CH:5]=[CH:6][CH:7]=1)([CH3:18])[CH3:15]. (6) Given the reactants C[O:2][C:3](=[O:18])[C:4]1[CH:9]=[CH:8][C:7](/[CH:10]=[CH:11]/[C:12]2[N:13]([CH3:17])C=CN=2)=[CH:6][CH:5]=1.[CH:19]([O-])=O.[NH4+:22], predict the reaction product. The product is: [NH:22]1[CH:19]=[C:12]([CH2:11][CH2:10][C:7]2[CH:6]=[CH:5][C:4]([C:3]([OH:2])=[O:18])=[CH:9][CH:8]=2)[N:13]=[CH:17]1.